This data is from Reaction yield outcomes from USPTO patents with 853,638 reactions. The task is: Predict the reaction yield, written as a fraction of the theoretical maximum amount of product (1.0 means a 100% yield; for example, 0.34 means a 34% yield). (1) The reactants are [Br:1][C:2]1[CH:7]=[CH:6][C:5]([C:8]2[NH:12][C:11](=[O:13])[C:10]3([CH2:18][CH2:17][N:16]([C:19]([O:21][CH3:22])=[O:20])[CH2:15][CH2:14]3)[N:9]=2)=[CH:4][CH:3]=1.Br[CH2:24][C@@H:25]1[CH2:29][CH2:28][N:27]([C:30]([O:32][C:33]([CH3:36])([CH3:35])[CH3:34])=[O:31])[CH2:26]1.C([O-])([O-])=O.[Cs+].[Cs+]. The catalyst is CN(C=O)C. The product is [Br:1][C:2]1[CH:7]=[CH:6][C:5]([C:8]2[N:12]([CH2:24][C@@H:25]3[CH2:29][CH2:28][N:27]([C:30]([O:32][C:33]([CH3:34])([CH3:36])[CH3:35])=[O:31])[CH2:26]3)[C:11](=[O:13])[C:10]3([CH2:14][CH2:15][N:16]([C:19]([O:21][CH3:22])=[O:20])[CH2:17][CH2:18]3)[N:9]=2)=[CH:4][CH:3]=1. The yield is 0.810. (2) The reactants are O(P(O[C:18]1[N:19]([C:24]([O:26][C:27]([CH3:30])([CH3:29])[CH3:28])=[O:25])[CH2:20][CH2:21][O:22][CH:23]=1)(OC1C=CC=CC=1)=O)C1C=CC=CC=1.B([C:34]1[CH:35]=[C:36]([CH:40]=[CH:41][CH:42]=1)[C:37]([OH:39])=[O:38])(O)O. No catalyst specified. The product is [C:27]([O:26][C:24]([N:19]1[C:18]([C:34]2[CH:35]=[C:36]([CH:40]=[CH:41][CH:42]=2)[C:37]([OH:39])=[O:38])=[CH:23][O:22][CH2:21][CH2:20]1)=[O:25])([CH3:28])([CH3:29])[CH3:30]. The yield is 0.260.